Dataset: Forward reaction prediction with 1.9M reactions from USPTO patents (1976-2016). Task: Predict the product of the given reaction. (1) Given the reactants [F:1][C:2]1[CH:3]=[C:4]([CH:14]=[C:15]([F:17])[CH:16]=1)[CH2:5][NH:6][C:7](=[O:13])[CH:8]([CH3:12])[C:9]([OH:11])=O.O1CCCC1.[NH2:23][CH:24]1[N:30]=[C:29]([C:31]2[CH:36]=[CH:35][CH:34]=[CH:33][CH:32]=2)[C:28]2[CH:37]=[CH:38][CH:39]=[CH:40][C:27]=2[N:26]([CH3:41])[C:25]1=[O:42].Cl.CN(C)CCCN=C=NCC.C(N(CC)C(C)C)(C)C, predict the reaction product. The product is: [F:17][C:15]1[CH:14]=[C:4]([CH:3]=[C:2]([F:1])[CH:16]=1)[CH2:5][NH:6][C:7](=[O:13])[CH:8]([CH3:12])[C:9]([NH:23][CH:24]1[C:25](=[O:42])[N:26]([CH3:41])[C:27]2[CH:40]=[CH:39][CH:38]=[CH:37][C:28]=2[C:29]([C:31]2[CH:36]=[CH:35][CH:34]=[CH:33][CH:32]=2)=[N:30]1)=[O:11]. (2) The product is: [ClH:20].[ClH:20].[F:18][C:2]([F:1])([F:19])[C:3]1[CH:8]=[CH:7][N:6]=[C:5]([C@H:9]([NH2:11])[CH3:10])[CH:4]=1. Given the reactants [F:1][C:2]([F:19])([F:18])[C:3]1[CH:8]=[CH:7][N:6]=[C:5]([C@H:9]([NH:11][S@@](C(C)(C)C)=O)[CH3:10])[CH:4]=1.[ClH:20].O1CCOCC1, predict the reaction product.